Dataset: Forward reaction prediction with 1.9M reactions from USPTO patents (1976-2016). Task: Predict the product of the given reaction. Given the reactants [F:1][C:2]([F:35])([F:34])[C:3]1[CH:4]=[C:5]([CH:27]=[C:28]([C:30]([F:33])([F:32])[F:31])[CH:29]=1)[CH2:6][N:7]1[C:13](=[O:14])[C:12]2[C:15]([C:20]3[CH:25]=[CH:24][CH:23]=[CH:22][C:21]=3[CH3:26])=[CH:16][C:17](Cl)=[N:18][C:11]=2[O:10][CH2:9][CH2:8]1.[N:36]1([CH:42]2[CH2:47][CH2:46][NH:45][CH2:44][CH2:43]2)[CH2:41][CH2:40][O:39][CH2:38][CH2:37]1, predict the reaction product. The product is: [F:1][C:2]([F:35])([F:34])[C:3]1[CH:4]=[C:5]([CH:27]=[C:28]([C:30]([F:33])([F:32])[F:31])[CH:29]=1)[CH2:6][N:7]1[C:13](=[O:14])[C:12]2[C:15]([C:20]3[CH:25]=[CH:24][CH:23]=[CH:22][C:21]=3[CH3:26])=[CH:16][C:17]([N:45]3[CH2:46][CH2:47][CH:42]([N:36]4[CH2:41][CH2:40][O:39][CH2:38][CH2:37]4)[CH2:43][CH2:44]3)=[N:18][C:11]=2[O:10][CH2:9][CH2:8]1.